Predict the reactants needed to synthesize the given product. From a dataset of Full USPTO retrosynthesis dataset with 1.9M reactions from patents (1976-2016). (1) Given the product [CH:1]1([C:7]2[C:15]3[C:14](=[O:16])[NH:13][C:12]([C:17]4[CH:22]=[CH:21][C:20]([S:23]([N:28]5[CH2:34][CH2:33][CH2:32][NH:31][CH2:30][CH2:29]5)(=[O:25])=[O:24])=[CH:19][CH:18]=4)=[N:11][C:10]=3[N:9]([CH3:27])[N:8]=2)[CH2:6][CH2:5][CH2:4][CH2:3][CH2:2]1, predict the reactants needed to synthesize it. The reactants are: [CH:1]1([C:7]2[C:15]3[C:14](=[O:16])[NH:13][C:12]([C:17]4[CH:22]=[CH:21][C:20]([S:23](Cl)(=[O:25])=[O:24])=[CH:19][CH:18]=4)=[N:11][C:10]=3[N:9]([CH3:27])[N:8]=2)[CH2:6][CH2:5][CH2:4][CH2:3][CH2:2]1.[NH:28]1[CH2:34][CH2:33][CH2:32][NH:31][CH2:30][CH2:29]1. (2) The reactants are: [CH2:1]([O:3][C:4](=[O:13])[CH2:5][C:6]1[CH:11]=[CH:10][CH:9]=[C:8]([OH:12])[CH:7]=1)[CH3:2].[H-].[Na+].C1[CH2:20][O:19][CH2:18]C1. Given the product [CH2:1]([O:3][C:4](=[O:13])[CH2:5][C:6]1[CH:11]=[CH:10][CH:9]=[C:8]([O:12][CH2:18][O:19][CH3:20])[CH:7]=1)[CH3:2], predict the reactants needed to synthesize it.